From a dataset of Full USPTO retrosynthesis dataset with 1.9M reactions from patents (1976-2016). Predict the reactants needed to synthesize the given product. Given the product [CH3:22][N:23]([CH3:24])[CH2:17][C:16]1[CH:19]=[CH:20][C:13]([N:10]2[CH2:11][CH2:12][CH:7]([CH2:6][N:1]3[CH2:5][CH2:4][CH2:3][CH2:2]3)[CH2:8][CH2:9]2)=[CH:14][CH:15]=1, predict the reactants needed to synthesize it. The reactants are: [N:1]1([CH2:6][CH:7]2[CH2:12][CH2:11][N:10]([C:13]3[CH:20]=[CH:19][C:16]([CH:17]=O)=[CH:15][CH:14]=3)[CH2:9][CH2:8]2)[CH2:5][CH2:4][CH2:3][CH2:2]1.Cl.[CH3:22][NH:23][CH3:24].